From a dataset of Forward reaction prediction with 1.9M reactions from USPTO patents (1976-2016). Predict the product of the given reaction. (1) Given the reactants [CH3:1][C:2]1[N:7]=[C:6]2[N:8]=[C:9]([N:11]3[CH:17]4[CH2:18][CH2:19][N:14]([CH2:15][CH2:16]4)[CH2:13][CH2:12]3)[O:10][C:5]2=[CH:4][CH:3]=1.[N+:20]([O-])([OH:22])=[O:21].C([O-])(O)=O.[Na+].[OH-].[Na+], predict the reaction product. The product is: [CH3:1][C:2]1[N:7]=[C:6]2[N:8]=[C:9]([N:11]3[CH:17]4[CH2:16][CH2:15][N:14]([CH2:19][CH2:18]4)[CH2:13][CH2:12]3)[O:10][C:5]2=[CH:4][C:3]=1[N+:20]([O-:22])=[O:21]. (2) Given the reactants C(OC(=O)[NH:7][CH2:8][C@@H:9]([NH:25][C:26]([C:28]1[S:44][C:31]2=[N:32][C:33]3[C:38]([CH:39]=[C:30]2[CH:29]=1)=[CH:37][C:36]([C:40]([CH3:43])([CH3:42])[CH3:41])=[CH:35][CH:34]=3)=[O:27])[C:10]1[CH:15]=[CH:14][CH:13]=[C:12]([NH:16][C:17]([C:19]2[CH:23]=[C:22]([CH3:24])[O:21][N:20]=2)=[O:18])[CH:11]=1)(C)(C)C, predict the reaction product. The product is: [NH2:7][CH2:8][C@@H:9]([NH:25][C:26]([C:28]1[S:44][C:31]2=[N:32][C:33]3[C:38]([CH:39]=[C:30]2[CH:29]=1)=[CH:37][C:36]([C:40]([CH3:42])([CH3:41])[CH3:43])=[CH:35][CH:34]=3)=[O:27])[C:10]1[CH:15]=[CH:14][CH:13]=[C:12]([NH:16][C:17]([C:19]2[CH:23]=[C:22]([CH3:24])[O:21][N:20]=2)=[O:18])[CH:11]=1. (3) The product is: [S:1]1[CH:5]=[CH:4][C:3]2[CH:6]=[C:7]([CH2:10][S:11]([N:14]([CH2:24][CH2:25][N:26]3[C:30](=[O:31])[CH2:29][NH:28][C:27]3=[O:32])[C@H:15]([CH2:20][CH:21]([CH3:23])[CH3:22])[C:16]([NH:18][OH:19])=[O:17])(=[O:13])=[O:12])[CH:8]=[CH:9][C:2]1=2. Given the reactants [S:1]1[CH:5]=[CH:4][C:3]2[CH:6]=[C:7]([CH2:10][S:11]([N:14]([CH2:24][CH2:25][N:26]3[C:30](=[O:31])[CH2:29][NH:28][C:27]3=[O:32])[C@H:15]([CH2:20][CH:21]([CH3:23])[CH3:22])[C:16]([NH:18][OH:19])=[O:17])(=[O:13])=[O:12])[CH:8]=[CH:9][C:2]1=2.S1C=CC2C=C(CS(N(CCN3C(=O)CNC3=O)[C@H](CC(C)C)C(O)=O)(=O)=O)C=CC1=2.C(Cl)(=O)C(Cl)=O.Cl.NO.CCN(CC1C=CC=CC=1)CC.C=CC1C=CC=CC=1.C=CC1C=CC(C=C)=CC=1.NO, predict the reaction product. (4) Given the reactants C(O[C:6](=O)[N:7]([CH2:9][CH:10]1[CH2:19][CH2:18][C:17]2[C:12](=[CH:13][C:14]([S:20]([C:23]3[CH:28]=[CH:27][CH:26]=[CH:25][CH:24]=3)(=[O:22])=[O:21])=[CH:15][CH:16]=2)[O:11]1)C)(C)(C)C.C(O)(C(F)(F)F)=O, predict the reaction product. The product is: [C:23]1([S:20]([C:14]2[CH:13]=[C:12]3[C:17]([CH2:18][CH2:19][CH:10]([CH2:9][NH:7][CH3:6])[O:11]3)=[CH:16][CH:15]=2)(=[O:22])=[O:21])[CH:24]=[CH:25][CH:26]=[CH:27][CH:28]=1.